Predict the reactants needed to synthesize the given product. From a dataset of Full USPTO retrosynthesis dataset with 1.9M reactions from patents (1976-2016). (1) Given the product [Cl:1][C:2]1[CH:34]=[CH:33][C:5]([O:6][C:7]2[CH:12]=[CH:11][C:10]([N:13]3[CH:17]=[C:16]([C:18]4[CH:23]=[CH:22][C:21]([O:24][CH2:25][C@H:26]([OH:27])[CH2:28][NH:37][CH2:35][CH3:36])=[CH:20][CH:19]=4)[N:15]=[C:14]3[CH2:29][O:30][CH2:31][CH3:32])=[CH:9][CH:8]=2)=[CH:4][CH:3]=1, predict the reactants needed to synthesize it. The reactants are: [Cl:1][C:2]1[CH:34]=[CH:33][C:5]([O:6][C:7]2[CH:12]=[CH:11][C:10]([N:13]3[CH:17]=[C:16]([C:18]4[CH:23]=[CH:22][C:21]([O:24][CH2:25][C@H:26]5[CH2:28][O:27]5)=[CH:20][CH:19]=4)[N:15]=[C:14]3[CH2:29][O:30][CH2:31][CH3:32])=[CH:9][CH:8]=2)=[CH:4][CH:3]=1.[CH2:35]([NH2:37])[CH3:36]. (2) Given the product [C:1]([O:5][C:6](=[O:34])[NH:7][C@H:8]([CH2:26][C:27]1[CH:32]=[CH:31][CH:30]=[CH:29][C:28]=1[F:33])[C@@H:9]([O:25][CH3:37])[CH2:10][C:11]1[CH:16]=[C:15]([Cl:17])[CH:14]=[CH:13][C:12]=1[C:18](=[O:24])[NH:19][C:20]([CH3:23])([CH3:22])[CH3:21])([CH3:2])([CH3:3])[CH3:4], predict the reactants needed to synthesize it. The reactants are: [C:1]([O:5][C:6](=[O:34])[NH:7][C@H:8]([CH2:26][C:27]1[CH:32]=[CH:31][CH:30]=[CH:29][C:28]=1[F:33])[C@@H:9]([OH:25])[CH2:10][C:11]1[CH:16]=[C:15]([Cl:17])[CH:14]=[CH:13][C:12]=1[C:18](=[O:24])[NH:19][C:20]([CH3:23])([CH3:22])[CH3:21])([CH3:4])([CH3:3])[CH3:2].[H-].[Na+].[CH3:37]I. (3) Given the product [CH3:44][O:43][C:41]([N:23]1[CH2:22][CH2:21][CH:20]([NH:19][C:4]2[N:3]=[C:2]([NH2:1])[C:7]([C:8](=[O:9])[C:10]3[CH:15]=[C:14]([F:16])[CH:13]=[CH:12][C:11]=3[O:17][CH3:18])=[CH:6][N:5]=2)[CH2:25][CH2:24]1)=[O:42], predict the reactants needed to synthesize it. The reactants are: [NH2:1][C:2]1[C:7]([C:8]([C:10]2[CH:15]=[C:14]([F:16])[CH:13]=[CH:12][C:11]=2[O:17][CH3:18])=[O:9])=[CH:6][N:5]=[C:4]([NH:19][CH:20]2[CH2:25][CH2:24][NH:23][CH2:22][CH2:21]2)[N:3]=1.FC(F)(F)C(O)=O.C(N(CC)CC)C.Cl[C:41]([O:43][CH3:44])=[O:42]. (4) Given the product [CH2:1]([O:8][C:9](=[O:13])[CH2:10][CH2:11][O:12][S:20]([C:23]([F:26])([F:25])[F:24])(=[O:22])=[O:21])[C:2]1[CH:7]=[CH:6][CH:5]=[CH:4][CH:3]=1, predict the reactants needed to synthesize it. The reactants are: [CH2:1]([O:8][C:9](=[O:13])[CH2:10][CH2:11][OH:12])[C:2]1[CH:7]=[CH:6][CH:5]=[CH:4][CH:3]=1.N1C=CC=CC=1.[S:20](O[S:20]([C:23]([F:26])([F:25])[F:24])(=[O:22])=[O:21])([C:23]([F:26])([F:25])[F:24])(=[O:22])=[O:21]. (5) Given the product [CH3:18][O:17][C@@H:5]([CH2:6][C:7]1[CH:8]=[CH:9][C:10]([C:13]#[C:14][CH2:15][O:33][C:31]2[CH:32]=[CH:27][C:28]([C:34](=[O:35])[CH2:36][C:7]3[CH:12]=[CH:11][CH:10]=[CH:9][CH:8]=3)=[CH:29][CH:30]=2)=[CH:11][CH:12]=1)[C:4]([OH:3])=[O:19], predict the reactants needed to synthesize it. The reactants are: C([O:3][C:4](=[O:19])[C@@H:5]([O:17][CH3:18])[CH2:6][C:7]1[CH:12]=[CH:11][C:10]([C:13]#[C:14][CH2:15]Cl)=[CH:9][CH:8]=1)C.C([C:27]1[CH:32]=[C:31]([OH:33])[CH:30]=[CH:29][C:28]=1[C:34]([C:36]1C=CC(O)=CC=1CC1C=CC=CC=1)=[O:35])C1C=CC=CC=1.